Dataset: Catalyst prediction with 721,799 reactions and 888 catalyst types from USPTO. Task: Predict which catalyst facilitates the given reaction. (1) Reactant: [CH:1]([Mg]Cl)([CH3:3])[CH3:2].[C:6]([NH:10][C:11](=[O:19])[C:12]1[CH:17]=[CH:16][C:15]([Cl:18])=[N:14][CH:13]=1)([CH3:9])([CH3:8])[CH3:7].CO.ClC1C(=O)C(C#N)=C(C#N)C(=O)C=1Cl. Product: [C:6]([NH:10][C:11](=[O:19])[C:12]1[C:17]([CH:1]([CH3:3])[CH3:2])=[CH:16][C:15]([Cl:18])=[N:14][CH:13]=1)([CH3:9])([CH3:7])[CH3:8]. The catalyst class is: 1. (2) Reactant: [C:1]1(=[O:6])[CH2:5][CH2:4][CH:3]=[CH:2]1.[N+:7]([C:10]1[CH:11]=[N:12][NH:13][CH:14]=1)([O-:9])=[O:8].O. Product: [N+:7]([C:10]1[CH:11]=[N:12][N:13]([CH:3]2[CH2:4][CH2:5][C:1](=[O:6])[CH2:2]2)[CH:14]=1)([O-:9])=[O:8]. The catalyst class is: 22.